Dataset: Full USPTO retrosynthesis dataset with 1.9M reactions from patents (1976-2016). Task: Predict the reactants needed to synthesize the given product. (1) Given the product [CH:1]1([N:4]2[C:13](=[O:14])[C:12]3[C:7](=[CH:8][CH:9]=[CH:10][CH:11]=3)[N:6]([CH2:15][C:16]3[N:20]([CH2:21][CH2:22][CH:23]([CH3:25])[CH3:24])[C:19]4[CH:26]=[CH:27][C:28]([CH2:30][OH:31])=[CH:29][C:18]=4[N:17]=3)[C:5]2=[O:33])[CH2:3][CH2:2]1, predict the reactants needed to synthesize it. The reactants are: [CH:1]1([N:4]2[C:13](=[O:14])[C:12]3[C:7](=[CH:8][CH:9]=[CH:10][CH:11]=3)[N:6]([CH2:15][C:16]3[N:20]([CH2:21][CH2:22][CH:23]([CH3:25])[CH3:24])[C:19]4[CH:26]=[CH:27][C:28]([C:30](O)=[O:31])=[CH:29][C:18]=4[N:17]=3)[C:5]2=[O:33])[CH2:3][CH2:2]1.CN1CCOCC1.ClC(OCC(C)C)=O.[BH4-].[Na+]. (2) Given the product [F:14][C:6]1[CH:5]=[CH:4][C:3]([S:9][CH2:10][C:11]([OH:13])=[O:12])=[CH:2][CH:7]=1, predict the reactants needed to synthesize it. The reactants are: Cl[C:2]1[CH:7]=[CH:6][C:5](Cl)=[CH:4][C:3]=1[S:9][CH2:10][C:11]([OH:13])=[O:12].[F:14]C1C=CC(S)=CC=1.[OH-].[K+].BrCC(OCC)=O. (3) Given the product [Cl:1][C:2]1[CH:3]=[C:4]([C:25]2[CH:30]=[CH:29][CH:28]=[C:27]([S:31]([CH3:34])(=[O:33])=[O:32])[CH:26]=2)[CH:5]=[CH:6][C:7]=1[N:8]1[CH:12]=[C:11]([CH2:13][OH:14])[N:10]=[C:9]1[C:18]1[CH:23]=[CH:22][CH:21]=[CH:20][C:19]=1[Cl:24], predict the reactants needed to synthesize it. The reactants are: [Cl:1][C:2]1[CH:3]=[C:4]([C:25]2[CH:30]=[CH:29][CH:28]=[C:27]([S:31]([CH3:34])(=[O:33])=[O:32])[CH:26]=2)[CH:5]=[CH:6][C:7]=1[N:8]1[CH:12]=[C:11]([C:13](OCC)=[O:14])[N:10]=[C:9]1[C:18]1[CH:23]=[CH:22][CH:21]=[CH:20][C:19]=1[Cl:24].[H-].C([Al+]CC(C)C)C(C)C.